Predict which catalyst facilitates the given reaction. From a dataset of Catalyst prediction with 721,799 reactions and 888 catalyst types from USPTO. Reactant: [O:1]1[C:6]2[CH:7]=[CH:8][C:9]([CH2:11][OH:12])=[CH:10][C:5]=2[NH:4][CH2:3][CH2:2]1.N1C=CN=C1.[C:18]([Si:22](Cl)([CH3:24])[CH3:23])([CH3:21])([CH3:20])[CH3:19].O. Product: [Si:22]([O:12][CH2:11][C:9]1[CH:8]=[CH:7][C:6]2[O:1][CH2:2][CH2:3][NH:4][C:5]=2[CH:10]=1)([C:18]([CH3:21])([CH3:20])[CH3:19])([CH3:24])[CH3:23]. The catalyst class is: 9.